This data is from Full USPTO retrosynthesis dataset with 1.9M reactions from patents (1976-2016). The task is: Predict the reactants needed to synthesize the given product. (1) The reactants are: CC([C:5]1[N:6]=[C:7]([C:35]2[CH:36]=[C:37]3[C:42](=[CH:43][CH:44]=2)[CH:41]=[N:40][CH:39]=[CH:38]3)[S:8][C:9]=1[N:10]([CH2:14][C@@H:15]([NH:27]C(OC(C)(C)C)=O)[CH2:16][C:17]1[CH:22]=[CH:21][C:20]([C:23]([F:26])([F:25])[F:24])=[CH:19][CH:18]=1)C(=O)[O-])(C)C.[C:45]([OH:51])([C:47]([F:50])([F:49])[F:48])=[O:46]. Given the product [F:48][C:47]([F:50])([F:49])[C:45]([OH:51])=[O:46].[NH2:27][C@@H:15]([CH2:16][C:17]1[CH:22]=[CH:21][C:20]([C:23]([F:24])([F:26])[F:25])=[CH:19][CH:18]=1)[CH2:14][NH:10][C:9]1[S:8][C:7]([C:35]2[CH:36]=[C:37]3[C:42](=[CH:43][CH:44]=2)[CH:41]=[N:40][CH:39]=[CH:38]3)=[N:6][CH:5]=1, predict the reactants needed to synthesize it. (2) Given the product [N+:8]([C:3]1[CH:2]=[CH:7][CH:6]=[CH:5][CH:4]=1)(=[N:19][C:14]1[CH:15]=[CH:16][CH:17]=[CH:18][CH:13]=1)[O-:10], predict the reactants needed to synthesize it. The reactants are: C[C:2]1[CH:7]=[CH:6][CH:5]=[CH:4][C:3]=1[N+:8]([O-:10])=O.C([C:13]1[CH:18]=[CH:17][CH:16]=[CH:15][C:14]=1[N+:19]([O-])=O)C.[N+](C1C=CC=CC=1)([O-])=O. (3) Given the product [C:15]1([CH3:14])[CH:20]=[C:19]([CH3:21])[CH:18]=[C:17]([CH3:22])[C:16]=1[C:2]1[N:7]=[C:6]([CH2:8][CH:9]([OH:13])[CH2:10][CH2:11][CH3:12])[CH:5]=[CH:4][CH:3]=1, predict the reactants needed to synthesize it. The reactants are: Br[C:2]1[N:7]=[C:6]([CH2:8][CH:9]([OH:13])[CH2:10][CH2:11][CH3:12])[CH:5]=[CH:4][CH:3]=1.[CH3:14][C:15]1[CH:20]=[C:19]([CH3:21])[CH:18]=[C:17]([CH3:22])[C:16]=1B(O)O.CC(C)([O-])C.[K+]. (4) Given the product [NH2:15][C@@H:8]([C:4]1[CH:5]=[CH:6][CH:7]=[C:2]([Cl:1])[CH:3]=1)[CH2:9][C:10]([O:12][CH2:13][CH3:14])=[O:11], predict the reactants needed to synthesize it. The reactants are: [Cl:1][C:2]1[CH:3]=[C:4]([C@H:8]([NH:15][S@](C(C)(C)C)=O)[CH2:9][C:10]([O:12][CH2:13][CH3:14])=[O:11])[CH:5]=[CH:6][CH:7]=1.Cl. (5) Given the product [CH3:14][O:13][C:10]1[CH:11]=[C:12]2[C:7](=[CH:8][CH:9]=1)[N:6]=[CH:5][C:4]([S:15][CH2:16][CH2:17][CH3:18])=[C:3]2[OH:19], predict the reactants needed to synthesize it. The reactants are: CO[C:3](=[O:19])[C:4]([S:15][CH2:16][CH2:17][CH3:18])=[CH:5][NH:6][C:7]1[CH:12]=[CH:11][C:10]([O:13][CH3:14])=[CH:9][CH:8]=1.